Dataset: Peptide-MHC class II binding affinity with 134,281 pairs from IEDB. Task: Regression. Given a peptide amino acid sequence and an MHC pseudo amino acid sequence, predict their binding affinity value. This is MHC class II binding data. The MHC is HLA-DQA10102-DQB10602 with pseudo-sequence HLA-DQA10102-DQB10602. The peptide sequence is AAATAGTTVYGAFDA. The binding affinity (normalized) is 0.967.